Dataset: Reaction yield outcomes from USPTO patents with 853,638 reactions. Task: Predict the reaction yield, written as a fraction of the theoretical maximum amount of product (1.0 means a 100% yield; for example, 0.34 means a 34% yield). (1) The reactants are [CH3:1][O:2][C:3]1[CH:19]=[CH:18][C:6]([CH2:7][O:8][C:9]2[CH:17]=[CH:16][C:12]([C:13]([OH:15])=[O:14])=[CH:11][N:10]=2)=[CH:5][CH:4]=1.[C:20](=O)([O-])[O-].[K+].[K+].CI.O. The catalyst is CN(C=O)C. The product is [CH3:1][O:2][C:3]1[CH:4]=[CH:5][C:6]([CH2:7][O:8][C:9]2[CH:17]=[CH:16][C:12]([C:13]([O:15][CH3:20])=[O:14])=[CH:11][N:10]=2)=[CH:18][CH:19]=1. The yield is 0.440. (2) The reactants are [O:1]=[C:2]1[CH2:10][C:9]2[C:4](=[CH:5][C:6]([C:11]([OH:13])=[O:12])=[CH:7][CH:8]=2)[NH:3]1.[CH2:14]([N:16]([CH2:31][CH3:32])[CH2:17][CH2:18][NH:19][C:20]([C:22]1[C:26]([CH3:27])=[C:25]([CH:28]=O)[NH:24][C:23]=1[CH3:30])=[O:21])[CH3:15]. No catalyst specified. The product is [CH2:31]([N:16]([CH2:14][CH3:15])[CH2:17][CH2:18][NH:19][C:20]([C:22]1[C:26]([CH3:27])=[C:25]([CH:28]=[C:10]2[C:9]3[C:4](=[CH:5][C:6]([C:11]([OH:13])=[O:12])=[CH:7][CH:8]=3)[NH:3][C:2]2=[O:1])[NH:24][C:23]=1[CH3:30])=[O:21])[CH3:32]. The yield is 0.920. (3) The reactants are [CH2:1]([NH2:4])[C:2]#[CH:3].[C:5](O[C:5]([O:7][C:8]([CH3:11])([CH3:10])[CH3:9])=[O:6])([O:7][C:8]([CH3:11])([CH3:10])[CH3:9])=[O:6]. The catalyst is C(Cl)Cl. The product is [CH2:1]([NH:4][C:5](=[O:6])[O:7][C:8]([CH3:11])([CH3:10])[CH3:9])[C:2]#[CH:3]. The yield is 0.980. (4) The reactants are C[S:2]([CH3:4])=O.O([C:7]([CH3:10])([CH3:9])[CH3:8])[Na].Cl[C:12]1[CH:17]=[CH:16]C=[CH:14][CH:13]=1. The catalyst is CC([O-])=O.CC([O-])=O.[Pd+2]. The product is [C:4]1([S:2][C:7]([CH3:10])([CH3:9])[CH3:8])[CH:16]=[CH:17][CH:12]=[CH:13][CH:14]=1. The yield is 0.330.